The task is: Predict the reactants needed to synthesize the given product.. This data is from Full USPTO retrosynthesis dataset with 1.9M reactions from patents (1976-2016). (1) Given the product [ClH:3].[Cl:3][CH2:6][C:7]1[CH:8]=[CH:9][C:10]([C:13]#[N:14])=[N:11][CH:12]=1, predict the reactants needed to synthesize it. The reactants are: S(Cl)([Cl:3])=O.O[CH2:6][C:7]1[CH:8]=[CH:9][C:10]([C:13]#[N:14])=[N:11][CH:12]=1. (2) Given the product [CH2:20]([O:9][C:5]1[CH:6]=[C:7]([F:8])[C:2]([F:1])=[CH:3][C:4]=1[CH2:10][CH2:11][OH:12])[C:21]1[CH:26]=[CH:25][CH:24]=[CH:23][CH:22]=1, predict the reactants needed to synthesize it. The reactants are: [F:1][C:2]1[C:7]([F:8])=[CH:6][C:5]([OH:9])=[C:4]([CH2:10][CH2:11][OH:12])[CH:3]=1.C([O-])([O-])=O.[K+].[K+].Br[CH2:20][C:21]1[CH:26]=[CH:25][CH:24]=[CH:23][CH:22]=1.O. (3) Given the product [CH3:10][C:11]1[C:15]([C:2]2[CH:9]=[CH:8][C:5]([C:6]#[N:7])=[CH:4][N:3]=2)=[CH:14][N:13]([C:19]([C:20]2[CH:25]=[CH:24][CH:23]=[CH:22][CH:21]=2)([C:26]2[CH:27]=[CH:28][CH:29]=[CH:30][CH:31]=2)[C:32]2[CH:37]=[CH:36][CH:35]=[CH:34][CH:33]=2)[N:12]=1, predict the reactants needed to synthesize it. The reactants are: Cl[C:2]1[CH:9]=[CH:8][C:5]([C:6]#[N:7])=[CH:4][N:3]=1.[CH3:10][C:11]1[C:15](B(O)O)=[CH:14][N:13]([C:19]([C:32]2[CH:37]=[CH:36][CH:35]=[CH:34][CH:33]=2)([C:26]2[CH:31]=[CH:30][CH:29]=[CH:28][CH:27]=2)[C:20]2[CH:25]=[CH:24][CH:23]=[CH:22][CH:21]=2)[N:12]=1.C(=O)([O-])[O-].[Na+].[Na+]. (4) Given the product [CH:1]([N:4]1[CH:8]=[N:7][N:6]=[C:5]1[C:9]1[S:10][C:11]2[CH2:12][CH2:13][O:14][C:15]3[CH:22]=[C:21]([CH2:23][NH:29][CH2:28][CH2:27][O:26][CH3:25])[CH:20]=[CH:19][C:16]=3[C:17]=2[N:18]=1)([CH3:3])[CH3:2], predict the reactants needed to synthesize it. The reactants are: [CH:1]([N:4]1[CH:8]=[N:7][N:6]=[C:5]1[C:9]1[S:10][C:11]2[CH2:12][CH2:13][O:14][C:15]3[CH:22]=[C:21]([CH:23]=O)[CH:20]=[CH:19][C:16]=3[C:17]=2[N:18]=1)([CH3:3])[CH3:2].[CH3:25][O:26][CH2:27][CH2:28][NH2:29]. (5) Given the product [CH2:1]([O:8][C:9]1[CH:10]=[CH:11][C:12]([C:15]([CH3:19])([CH3:18])[CH2:16][NH2:17])=[CH:13][CH:14]=1)[C:2]1[CH:3]=[CH:4][CH:5]=[CH:6][CH:7]=1, predict the reactants needed to synthesize it. The reactants are: [CH2:1]([O:8][C:9]1[CH:14]=[CH:13][C:12]([C:15]([CH3:19])([CH3:18])[C:16]#[N:17])=[CH:11][CH:10]=1)[C:2]1[CH:7]=[CH:6][CH:5]=[CH:4][CH:3]=1.[H-].[Al+3].[Li+].[H-].[H-].[H-].C(C(C(C([O-])=O)O)O)([O-])=O.[Na+].[K+]. (6) Given the product [OH:6][CH2:7][C@@H:8]1[O:12][C:11](=[O:13])[N:10]([C:14]2[CH:19]=[CH:18][C:17]([N:20]3[CH2:25][CH2:24][O:23][CH2:22][C:21]3=[O:26])=[CH:16][CH:15]=2)[CH2:9]1, predict the reactants needed to synthesize it. The reactants are: C([O:6][CH2:7][C@@H:8]1[O:12][C:11](=[O:13])[N:10]([C:14]2[CH:19]=[CH:18][C:17]([N:20]3[CH2:25][CH2:24][O:23][CH2:22][C:21]3=[O:26])=[CH:16][CH:15]=2)[CH2:9]1)(=O)CCC.CO.[OH-].[Na+]. (7) Given the product [Cl:1][C:2]1[CH:3]=[CH:4][C:5]2[O:10][CH:9]([C:11]([N:13]3[CH2:18][CH2:17][C:16]([C:19]#[N:20])([CH2:21][C:22]4[CH:23]=[CH:24][C:25]([F:28])=[CH:26][CH:27]=4)[CH2:15][CH2:14]3)=[O:12])[CH2:8][N:7]([C:36]#[N:37])[C:6]=2[CH:29]=1, predict the reactants needed to synthesize it. The reactants are: [Cl:1][C:2]1[CH:3]=[CH:4][C:5]2[O:10][CH:9]([C:11]([N:13]3[CH2:18][CH2:17][C:16]([CH2:21][C:22]4[CH:27]=[CH:26][C:25]([F:28])=[CH:24][CH:23]=4)([C:19]#[N:20])[CH2:15][CH2:14]3)=[O:12])[CH2:8][NH:7][C:6]=2[CH:29]=1.C([O-])([O-])=O.[K+].[K+].[CH3:36][N:37](C=O)C. (8) Given the product [Cl:3][C:4]1[CH:13]=[CH:12][C:7]2[N:8]=[C:9]([S:31]([CH3:14])=[O:35])[O:10][C:6]=2[CH:5]=1, predict the reactants needed to synthesize it. The reactants are: IC.[Cl:3][C:4]1[CH:13]=[CH:12][C:7]2[NH:8][C:9](=S)[O:10][C:6]=2[CH:5]=1.[C:14]([O-])([O-])=O.[K+].[K+].ClC1C=CC=C(C(OO)=O)C=1.[S:31]([O-:35])([O-])(=O)=S.[Na+].[Na+].